Predict which catalyst facilitates the given reaction. From a dataset of Catalyst prediction with 721,799 reactions and 888 catalyst types from USPTO. (1) The catalyst class is: 5. Reactant: [CH:1]1([CH2:4][S:5]([C:8]2[CH:13]=[C:12]([O:14][C:15]3[C:20]([CH3:21])=[CH:19][C:18]([N+:22]([O-])=O)=[CH:17][C:16]=3[CH3:25])[CH:11]=[CH:10][C:9]=2[OH:26])(=[O:7])=[O:6])[CH2:3][CH2:2]1. Product: [NH2:22][C:18]1[CH:17]=[C:16]([CH3:25])[C:15]([O:14][C:12]2[CH:11]=[CH:10][C:9]([OH:26])=[C:8]([S:5]([CH2:4][CH:1]3[CH2:2][CH2:3]3)(=[O:7])=[O:6])[CH:13]=2)=[C:20]([CH3:21])[CH:19]=1. (2) Reactant: [F:1][C:2]([F:29])([F:28])[C:3]([NH:5][C:6]1[CH:11]=[C:10]([O:12]C)[CH:9]=[CH:8][C:7]=1[S:14](=[O:27])(=[O:26])[NH:15][C:16]1[CH:17]=[CH:18][C:19]2[CH2:23][O:22][B:21]([OH:24])[C:20]=2[CH:25]=1)=[O:4].B(Br)(Br)Br.O. Product: [F:28][C:2]([F:1])([F:29])[C:3]([NH:5][C:6]1[CH:11]=[C:10]([OH:12])[CH:9]=[CH:8][C:7]=1[S:14](=[O:27])(=[O:26])[NH:15][C:16]1[CH:17]=[CH:18][C:19]2[CH2:23][O:22][B:21]([OH:24])[C:20]=2[CH:25]=1)=[O:4]. The catalyst class is: 4. (3) Reactant: [I:1][C:2]1[CH:7]=[CH:6][C:5]([O:8][CH:9]2[CH2:14][CH2:13][N:12](C(OC(C)(C)C)=O)[CH2:11][CH2:10]2)=[CH:4][CH:3]=1.[C:22]([OH:28])([C:24]([F:27])([F:26])[F:25])=[O:23]. Product: [F:25][C:24]([F:27])([F:26])[C:22]([OH:28])=[O:23].[I:1][C:2]1[CH:7]=[CH:6][C:5]([O:8][CH:9]2[CH2:14][CH2:13][NH:12][CH2:11][CH2:10]2)=[CH:4][CH:3]=1. The catalyst class is: 2. (4) Reactant: [C@@H:1]12[CH2:14][C@@H:11]([CH2:12][CH2:13]1)[C:10]1[CH:9]=[C:8]3[N:3]([CH2:4][CH2:5][NH:6][C:7]3=[O:15])[C:2]2=1.Br[C:17]1[N:24]=[CH:23][CH:22]=[C:21]([Cl:25])[C:18]=1[CH:19]=[O:20].C([O-])(=O)C.[K+].CC1(C)C2C(=C(P(C3C=CC=CC=3)C3C=CC=CC=3)C=CC=2)OC2C(P(C3C=CC=CC=3)C3C=CC=CC=3)=CC=CC1=2. Product: [Cl:25][C:21]1[CH:22]=[CH:23][N:24]=[C:17]([N:6]2[C:7](=[O:15])[C:8]3[N:3]([C:2]4[C@H:1]5[CH2:14][C@@H:11]([C:10]=4[CH:9]=3)[CH2:12][CH2:13]5)[CH2:4][CH2:5]2)[C:18]=1[CH:19]=[O:20]. The catalyst class is: 102. (5) Reactant: Br[CH2:2][CH2:3][CH2:4][CH2:5][CH2:6][O:7][CH2:8][C:9]([CH:11]1[C:27]2([CH3:28])[CH:14]([CH:15]3[CH:24]([CH2:25][CH2:26]2)[C:23]2([CH3:29])[C:18](=[CH:19][C:20](=[O:30])[CH2:21][CH2:22]2)[CH2:17][CH2:16]3)[CH2:13][CH2:12]1)=[O:10].[N-:31]=[N+:32]=[N-:33].[Na+]. Product: [N:31]([CH2:2][CH2:3][CH2:4][CH2:5][CH2:6][O:7][CH2:8][C:9]([CH:11]1[C:27]2([CH3:28])[CH:14]([CH:15]3[CH:24]([CH2:25][CH2:26]2)[C:23]2([CH3:29])[C:18](=[CH:19][C:20](=[O:30])[CH2:21][CH2:22]2)[CH2:17][CH2:16]3)[CH2:13][CH2:12]1)=[O:10])=[N+:32]=[N-:33]. The catalyst class is: 9. (6) Reactant: O.Cl[CH2:3][C:4]1[O:12][C:11]2[C:10]([C:13]3[CH:14]=[C:15]([CH:21]=[CH:22][CH:23]=3)[C:16]([O:18][CH2:19][CH3:20])=[O:17])=[CH:9][N:8]=[CH:7][C:6]=2[CH:5]=1.[F:24][C:25]([F:36])([F:35])[C:26]1[CH:27]=[C:28](B(O)O)[CH:29]=[CH:30][CH:31]=1.P([O-])([O-])([O-])=O.[Cs+].[Cs+].[Cs+]. Product: [F:24][C:25]([F:36])([F:35])[C:26]1[CH:31]=[C:30]([CH:29]=[CH:28][CH:27]=1)[CH2:3][C:4]1[O:12][C:11]2[C:10]([C:13]3[CH:14]=[C:15]([CH:21]=[CH:22][CH:23]=3)[C:16]([O:18][CH2:19][CH3:20])=[O:17])=[CH:9][N:8]=[CH:7][C:6]=2[CH:5]=1. The catalyst class is: 410.